From a dataset of Retrosynthesis with 50K atom-mapped reactions and 10 reaction types from USPTO. Predict the reactants needed to synthesize the given product. (1) The reactants are: COC(=O)Cl.Cc1ccc(O)c(F)c1F. Given the product COC(=O)Oc1ccc(C)c(F)c1F, predict the reactants needed to synthesize it. (2) Given the product O=C(C1CC1)N1CC(Cn2cnnc2-c2ccc(-c3ccc4cccnc4c3)cc2F)C1, predict the reactants needed to synthesize it. The reactants are: CC1(C)OB(c2ccc3cccnc3c2)OC1(C)C.O=C(C1CC1)N1CC(Cn2cnnc2-c2ccc(Br)cc2F)C1. (3) Given the product Cc1c2n(c3c(-c4ccc(N)nc4)cc(Cl)cc13)CCNC2=O, predict the reactants needed to synthesize it. The reactants are: CC1(C)OB(c2ccc(N)nc2)OC1(C)C.Cc1c2n(c3c(Br)cc(Cl)cc13)CCNC2=O. (4) Given the product CCCCNc1cccc(C)c1, predict the reactants needed to synthesize it. The reactants are: Cc1cccc(N)c1.c1ccc(OP(Oc2ccccc2)Oc2ccccc2)cc1. (5) Given the product CC(C)N(C(=O)C[C@H]1C[C@@H](C=O)OC(C)(C)O1)C(C)C, predict the reactants needed to synthesize it. The reactants are: CC(C)N(C(=O)C[C@H]1C[C@@H](CO)OC(C)(C)O1)C(C)C. (6) Given the product CCOC(=O)C(Cc1ccc(OCCc2ccc(O)cc2)cc1)OCC, predict the reactants needed to synthesize it. The reactants are: CCOC(=O)C(Cc1ccc(OCCc2ccc(OCc3ccccc3)cc2)cc1)OCC.